Dataset: NCI-60 drug combinations with 297,098 pairs across 59 cell lines. Task: Regression. Given two drug SMILES strings and cell line genomic features, predict the synergy score measuring deviation from expected non-interaction effect. (1) Drug 1: COC1=C(C=C2C(=C1)N=CN=C2NC3=CC(=C(C=C3)F)Cl)OCCCN4CCOCC4. Drug 2: CC1=CC=C(C=C1)C2=CC(=NN2C3=CC=C(C=C3)S(=O)(=O)N)C(F)(F)F. Cell line: CAKI-1. Synergy scores: CSS=43.0, Synergy_ZIP=-1.60, Synergy_Bliss=-1.94, Synergy_Loewe=-17.4, Synergy_HSA=-0.309. (2) Drug 1: CNC(=O)C1=CC=CC=C1SC2=CC3=C(C=C2)C(=NN3)C=CC4=CC=CC=N4. Drug 2: CCC1=C2CN3C(=CC4=C(C3=O)COC(=O)C4(CC)O)C2=NC5=C1C=C(C=C5)O. Cell line: OVCAR3. Synergy scores: CSS=30.5, Synergy_ZIP=0.160, Synergy_Bliss=-3.93, Synergy_Loewe=-38.9, Synergy_HSA=-5.96. (3) Drug 1: C1CC(=O)NC(=O)C1N2C(=O)C3=CC=CC=C3C2=O. Drug 2: C(CN)CNCCSP(=O)(O)O. Cell line: NCI-H460. Synergy scores: CSS=1.55, Synergy_ZIP=-0.488, Synergy_Bliss=0.136, Synergy_Loewe=-1.02, Synergy_HSA=-0.844. (4) Synergy scores: CSS=14.1, Synergy_ZIP=10.1, Synergy_Bliss=13.9, Synergy_Loewe=8.51, Synergy_HSA=9.95. Drug 2: CC1=CC2C(CCC3(C2CCC3(C(=O)C)OC(=O)C)C)C4(C1=CC(=O)CC4)C. Drug 1: C1CCC(C1)C(CC#N)N2C=C(C=N2)C3=C4C=CNC4=NC=N3. Cell line: K-562.